From a dataset of Catalyst prediction with 721,799 reactions and 888 catalyst types from USPTO. Predict which catalyst facilitates the given reaction. (1) Reactant: [H-].[Na+].[CH2:3]([N:10]1[C:14]2[CH:15]=[CH:16][C:17]3[N:18]([C:19]([CH3:22])=[N:20][N:21]=3)[C:13]=2[CH:12]=[C:11]1[C:23]1[NH:27][N:26]=[CH:25][CH:24]=1)[C:4]1[CH:9]=[CH:8][CH:7]=[CH:6][CH:5]=1.[CH3:28]I. Product: [CH2:3]([N:10]1[C:14]2[CH:15]=[CH:16][C:17]3[N:18]([C:19]([CH3:22])=[N:20][N:21]=3)[C:13]=2[CH:12]=[C:11]1[C:23]1[CH:24]=[CH:25][N:26]([CH3:28])[N:27]=1)[C:4]1[CH:5]=[CH:6][CH:7]=[CH:8][CH:9]=1. The catalyst class is: 3. (2) Reactant: [C:1]([O:5][C:6](=[O:30])[NH:7][C@@H:8]([CH2:26][CH:27]([CH3:29])[CH3:28])[CH2:9][O:10][C:11]1[CH:12]=[CH:13][C:14]2[C:24]3[C:19](=[CH:20][N:21]=[CH:22][CH:23]=3)[CH:18]([CH3:25])[O:17][C:15]=2[CH:16]=1)([CH3:4])([CH3:3])[CH3:2].C1C(=O)N([I:38])C(=O)C1. Product: [C:1]([O:5][C:6](=[O:30])[NH:7][C@@H:8]([CH2:26][CH:27]([CH3:29])[CH3:28])[CH2:9][O:10][C:11]1[C:12]([I:38])=[CH:13][C:14]2[C:24]3[C:19](=[CH:20][N:21]=[CH:22][CH:23]=3)[CH:18]([CH3:25])[O:17][C:15]=2[CH:16]=1)([CH3:3])([CH3:2])[CH3:4]. The catalyst class is: 10. (3) Reactant: [CH:1]1([CH2:4][O:5][C:6]2[CH:14]=[CH:13][C:9]3[O:10][CH2:11][O:12][C:8]=3[C:7]=2[C:15]2[C:16]3[NH:23][CH:22]=[C:21]([C:24]([OH:26])=O)[C:17]=3[N:18]=[CH:19][N:20]=2)[CH2:3][CH2:2]1.CCN(C(C)C)C(C)C.[NH2:36][CH2:37][C:38]([N:40]1[CH2:45][CH2:44][CH:43]([N:46]2[N:55]=[C:54]([C:56]3[CH:61]=[CH:60][C:59]([O:62][CH3:63])=[C:58]([O:64][CH3:65])[CH:57]=3)[CH2:53][C:48]3([CH2:52][CH2:51][CH2:50][CH2:49]3)[C:47]2=[O:66])[CH2:42][CH2:41]1)=[O:39].CN(C(ON1N=NC2C=CC=CC1=2)=[N+](C)C)C.F[P-](F)(F)(F)(F)F. The catalyst class is: 2. Product: [CH:1]1([CH2:4][O:5][C:6]2[CH:14]=[CH:13][C:9]3[O:10][CH2:11][O:12][C:8]=3[C:7]=2[C:15]2[C:16]3[NH:23][CH:22]=[C:21]([C:24]([NH:36][CH2:37][C:38]([N:40]4[CH2:41][CH2:42][CH:43]([N:46]5[N:55]=[C:54]([C:56]6[CH:61]=[CH:60][C:59]([O:62][CH3:63])=[C:58]([O:64][CH3:65])[CH:57]=6)[CH2:53][C:48]6([CH2:52][CH2:51][CH2:50][CH2:49]6)[C:47]5=[O:66])[CH2:44][CH2:45]4)=[O:39])=[O:26])[C:17]=3[N:18]=[CH:19][N:20]=2)[CH2:2][CH2:3]1. (4) Product: [F:26][C:21]1[CH:20]=[C:19]([CH:24]=[C:23]([F:25])[CH:22]=1)[CH2:18][N:14]1[CH:15]=[CH:16][CH:17]=[C:12]([C:10]([NH:9][C@@H:5]([CH2:4][CH2:3][CH2:2][NH:1][C:39](=[NH:44])[CH3:40])[C:6]([OH:8])=[O:7])=[O:11])[C:13]1=[O:27].[C:28]([OH:34])([C:30]([F:33])([F:32])[F:31])=[O:29]. The catalyst class is: 424. Reactant: [NH2:1][CH2:2][CH2:3][CH2:4][C@H:5]([NH:9][C:10]([C:12]1[C:13](=[O:27])[N:14]([CH2:18][C:19]2[CH:24]=[C:23]([F:25])[CH:22]=[C:21]([F:26])[CH:20]=2)[CH:15]=[CH:16][CH:17]=1)=[O:11])[C:6]([OH:8])=[O:7].[C:28]([OH:34])([C:30]([F:33])([F:32])[F:31])=[O:29].C(O)C.Cl.[C:39](=[NH:44])(OCC)[CH3:40]. (5) Reactant: [CH2:1]([N:4]1[C:8](=[O:9])[N:7]([CH2:10][C:11]2[CH:16]=[CH:15][C:14]([S:17][C:18]([F:21])([F:20])[F:19])=[CH:13][CH:12]=2)[N:6]=[C:5]1[CH2:22][O:23]C(C1C=CC=CC=1)(C1C=CC=CC=1)C1C=CC=CC=1)[CH2:2][CH3:3].FC(F)(F)C(O)=O.C([SiH](CC)CC)C. Product: [OH:23][CH2:22][C:5]1[N:4]([CH2:1][CH2:2][CH3:3])[C:8](=[O:9])[N:7]([CH2:10][C:11]2[CH:16]=[CH:15][C:14]([S:17][C:18]([F:21])([F:20])[F:19])=[CH:13][CH:12]=2)[N:6]=1. The catalyst class is: 4. (6) Reactant: [CH2:1]([O:8][C:9]1[CH:17]=[C:16]2[C:12]([CH2:13][N:14]([CH2:19][C@H:20]3[CH2:25][CH2:24][C@H:23]([CH:26]=[O:27])[CH2:22][CH2:21]3)[C:15]2=[O:18])=[CH:11][C:10]=1[F:28])[C:2]1[CH:7]=[CH:6][CH:5]=[CH:4][CH:3]=1.[CH3:29][Mg]Br. Product: [CH2:1]([O:8][C:9]1[CH:17]=[C:16]2[C:12]([CH2:13][N:14]([CH2:19][C@H:20]3[CH2:25][CH2:24][C@H:23]([CH:26]([OH:27])[CH3:29])[CH2:22][CH2:21]3)[C:15]2=[O:18])=[CH:11][C:10]=1[F:28])[C:2]1[CH:3]=[CH:4][CH:5]=[CH:6][CH:7]=1. The catalyst class is: 1.